Dataset: Full USPTO retrosynthesis dataset with 1.9M reactions from patents (1976-2016). Task: Predict the reactants needed to synthesize the given product. Given the product [CH3:36][CH:37]1[CH:42]([NH:43][C:12](=[O:14])[C:11]2[CH:10]=[CH:9][C:8]([O:1][C:2]3[CH:3]=[CH:4][CH:5]=[CH:6][CH:7]=3)=[CH:16][CH:15]=2)[CH:41]2[CH2:44][CH2:45][N:38]1[CH2:39][CH2:40]2, predict the reactants needed to synthesize it. The reactants are: [O:1]([C:8]1[CH:16]=[CH:15][C:11]([C:12]([OH:14])=O)=[CH:10][CH:9]=1)[C:2]1[CH:7]=[CH:6][CH:5]=[CH:4][CH:3]=1.C1(OP(Cl)(OC2C=CC=CC=2)=O)C=CC=CC=1.Cl.Cl.[CH3:36][CH:37]1[CH:42]([NH2:43])[CH:41]2[CH2:44][CH2:45][N:38]1[CH2:39][CH2:40]2.[OH-].[Na+].